This data is from Peptide-MHC class II binding affinity with 134,281 pairs from IEDB. The task is: Regression. Given a peptide amino acid sequence and an MHC pseudo amino acid sequence, predict their binding affinity value. This is MHC class II binding data. (1) The peptide sequence is SKAALTSKLDAAYKL. The MHC is DRB1_0701 with pseudo-sequence DRB1_0701. The binding affinity (normalized) is 0.303. (2) The peptide sequence is KEVEEAWASACGGTG. The MHC is DRB1_0701 with pseudo-sequence DRB1_0701. The binding affinity (normalized) is 0.0900.